From a dataset of Reaction yield outcomes from USPTO patents with 853,638 reactions. Predict the reaction yield, written as a fraction of the theoretical maximum amount of product (1.0 means a 100% yield; for example, 0.34 means a 34% yield). The reactants are B.C1COCC1.[Br:7][CH2:8][CH2:9][CH2:10][CH2:11][CH2:12][CH2:13][CH2:14][CH2:15][CH2:16][CH2:17][CH2:18][CH2:19][CH2:20][CH2:21][CH2:22][C:23](O)=[O:24]. The catalyst is C1COCC1. The product is [Br:7][CH2:8][CH2:9][CH2:10][CH2:11][CH2:12][CH2:13][CH2:14][CH2:15][CH2:16][CH2:17][CH2:18][CH2:19][CH2:20][CH2:21][CH2:22][CH2:23][OH:24]. The yield is 0.930.